Dataset: Reaction yield outcomes from USPTO patents with 853,638 reactions. Task: Predict the reaction yield, written as a fraction of the theoretical maximum amount of product (1.0 means a 100% yield; for example, 0.34 means a 34% yield). (1) The reactants are [F:1][C:2]1[CH:15]=[CH:14][CH:13]=[C:12]([F:16])[C:3]=1[C:4]([NH:6][C:7]([CH3:11])([CH3:10])[CH2:8][OH:9])=O.S(Cl)(Cl)=O. The catalyst is ClCCl. The product is [F:1][C:2]1[CH:15]=[CH:14][CH:13]=[C:12]([F:16])[C:3]=1[C:4]1[O:9][CH2:8][C:7]([CH3:11])([CH3:10])[N:6]=1. The yield is 0.900. (2) The reactants are BrN1C(=O)CCC1=O.[O:9]1[C:13]2[CH:14]=[CH:15][C:16]([CH2:18][C:19]([OH:21])=[O:20])=[CH:17][C:12]=2[CH2:11][CH2:10]1. The catalyst is C(Cl)(Cl)(Cl)Cl.C(OOC(=O)C1C=CC=CC=1)(=O)C1C=CC=CC=1. The product is [O:9]1[C:13]2[CH:14]=[CH:15][C:16]([CH2:18][C:19]([OH:21])=[O:20])=[CH:17][C:12]=2[CH:11]=[CH:10]1. The yield is 0.440. (3) The reactants are C([O:3][C:4]([C:6]1[S:10][C:9]([Cl:11])=[N:8][C:7]=1[C:12]1[CH:17]=[CH:16][CH:15]=[CH:14][CH:13]=1)=[O:5])C. The catalyst is O1CCCC1.[OH-].[Na+]. The product is [Cl:11][C:9]1[S:10][C:6]([C:4]([OH:5])=[O:3])=[C:7]([C:12]2[CH:17]=[CH:16][CH:15]=[CH:14][CH:13]=2)[N:8]=1. The yield is 0.350.